From a dataset of Full USPTO retrosynthesis dataset with 1.9M reactions from patents (1976-2016). Predict the reactants needed to synthesize the given product. (1) Given the product [CH2:13]([C:17]1[N:18]=[C:19]([CH3:47])[N:20]([C:39]2[CH:44]=[CH:43][CH:42]=[C:41]([CH:45]=[CH2:46])[CH:40]=2)[C:21](=[O:38])[C:22]=1[CH2:23][C:24]1[CH:29]=[CH:28][C:27]([C:30]2[CH:35]=[CH:34][CH:33]=[CH:32][C:31]=2[C:36]2[NH:3][C:4](=[O:7])[O:5][N:37]=2)=[CH:26][CH:25]=1)[CH2:14][CH2:15][CH3:16], predict the reactants needed to synthesize it. The reactants are: [Cl-].O[NH3+:3].[C:4](=[O:7])([O-])[OH:5].[Na+].CS(C)=O.[CH2:13]([C:17]1[N:18]=[C:19]([CH3:47])[N:20]([C:39]2[CH:44]=[CH:43][CH:42]=[C:41]([CH:45]=[CH2:46])[CH:40]=2)[C:21](=[O:38])[C:22]=1[CH2:23][C:24]1[CH:29]=[CH:28][C:27]([C:30]2[C:31]([C:36]#[N:37])=[CH:32][CH:33]=[CH:34][CH:35]=2)=[CH:26][CH:25]=1)[CH2:14][CH2:15][CH3:16]. (2) The reactants are: [S:1]1[C:5]2[CH:6]=[CH:7][CH:8]=[CH:9][C:4]=2[N:3]=[C:2]1[NH:10][NH2:11].[C:12](OCC)(=[O:17])[CH2:13][C:14]([CH3:16])=O.O. Given the product [S:1]1[C:5]2[CH:6]=[CH:7][CH:8]=[CH:9][C:4]=2[N:3]=[C:2]1[N:10]1[C:12](=[O:17])[CH:13]=[C:14]([CH3:16])[NH:11]1, predict the reactants needed to synthesize it. (3) Given the product [CH3:1][O:2][C:3]1[CH:8]=[CH:7][CH:6]=[CH:5][C:4]=1[C:9]1[C:17]2[C:12](=[N:13][CH:14]=[CH:15][C:16]=2[C:18]2[CH:22]=[CH:21][S:20][CH:19]=2)[NH:11][N:10]=1, predict the reactants needed to synthesize it. The reactants are: [CH3:1][O:2][C:3]1[CH:8]=[CH:7][CH:6]=[CH:5][C:4]=1[C:9]1[C:17]2[C:12](=[N:13][CH:14]=[CH:15][C:16]=2[C:18]2[CH:22]=[CH:21][S:20][CH:19]=2)[N:11](S(C2C=CC(C)=CC=2)(=O)=O)[N:10]=1.C(=O)([O-])[O-].[K+].[K+]. (4) Given the product [Cl:13][C:9]1[CH:8]=[C:7]([C:5]2[N:6]=[C:2]([N:17]3[CH2:16][CH2:15][N:14]([C:20]([O:22][C:23]([CH3:26])([CH3:25])[CH3:24])=[O:21])[CH2:19][CH2:18]3)[S:3][CH:4]=2)[CH:12]=[CH:11][CH:10]=1, predict the reactants needed to synthesize it. The reactants are: Br[C:2]1[S:3][CH:4]=[C:5]([C:7]2[CH:12]=[CH:11][CH:10]=[C:9]([Cl:13])[CH:8]=2)[N:6]=1.[N:14]1([C:20]([O:22][C:23]([CH3:26])([CH3:25])[CH3:24])=[O:21])[CH2:19][CH2:18][NH:17][CH2:16][CH2:15]1.C(=O)([O-])[O-].[K+].[K+].O. (5) Given the product [Cl:22][C:23]1[CH:28]=[CH:27][C:26]([S:29][CH:9]([C:3]2[CH:4]=[C:5]([F:8])[CH:6]=[CH:7][C:2]=2[F:1])[C:10]2[CH:11]=[N:12][CH:13]=[N:14][CH:15]=2)=[CH:25][CH:24]=1, predict the reactants needed to synthesize it. The reactants are: [F:1][C:2]1[CH:7]=[CH:6][C:5]([F:8])=[CH:4][C:3]=1[CH:9](O)[C:10]1[CH:11]=[N:12][CH:13]=[N:14][CH:15]=1.CN(C)C=O.[Cl:22][C:23]1[CH:28]=[CH:27][C:26]([SH:29])=[CH:25][CH:24]=1.C(=O)([O-])[O-].[K+].[K+]. (6) Given the product [NH:1]1[C:6]2[CH:7]=[CH:8][CH:9]=[CH:10][C:5]=2[CH2:4][CH2:3][S:2]1(=[O:11])=[O:12], predict the reactants needed to synthesize it. The reactants are: [NH:1]1[C:6]2[CH:7]=[CH:8][CH:9]=[CH:10][C:5]=2[CH:4]=[CH:3][S:2]1(=[O:12])=[O:11].